Dataset: Full USPTO retrosynthesis dataset with 1.9M reactions from patents (1976-2016). Task: Predict the reactants needed to synthesize the given product. (1) Given the product [CH2:1]([C:8]1[CH:13]=[CH:12][N+:11]([O-:16])=[CH:10][CH:9]=1)[C:2]1[CH:3]=[CH:4][CH:5]=[CH:6][CH:7]=1, predict the reactants needed to synthesize it. The reactants are: [CH2:1]([C:8]1[CH:13]=[CH:12][N:11]=[CH:10][CH:9]=1)[C:2]1[CH:7]=[CH:6][CH:5]=[CH:4][CH:3]=1.C(O)(=[O:16])C.OO. (2) Given the product [F:23][C:8]1([F:7])[O:13][C:12]2[CH:14]=[CH:15][C:16]([CH2:18][OH:19])=[CH:17][C:11]=2[O:10][C:9]1([F:21])[F:22], predict the reactants needed to synthesize it. The reactants are: [H-].[Al+3].[Li+].[H-].[H-].[H-].[F:7][C:8]1([F:23])[O:13][C:12]2[CH:14]=[CH:15][C:16]([C:18](O)=[O:19])=[CH:17][C:11]=2[O:10][C:9]1([F:22])[F:21].[OH-].[Na+]. (3) Given the product [F:13][C:14]([F:23])([F:24])[C:15]1[CH:16]=[C:17]([CH:20]=[CH:21][CH:22]=1)[CH2:18][N:1]1[CH2:4][CH:3]([NH:5][C:6](=[O:12])[O:7][C:8]([CH3:9])([CH3:11])[CH3:10])[CH2:2]1, predict the reactants needed to synthesize it. The reactants are: [NH:1]1[CH2:4][CH:3]([NH:5][C:6](=[O:12])[O:7][C:8]([CH3:11])([CH3:10])[CH3:9])[CH2:2]1.[F:13][C:14]([F:24])([F:23])[C:15]1[CH:16]=[C:17]([CH:20]=[CH:21][CH:22]=1)[CH:18]=O.C(O[BH-](OC(=O)C)OC(=O)C)(=O)C.[Na+].